Task: Predict the reaction yield, written as a fraction of the theoretical maximum amount of product (1.0 means a 100% yield; for example, 0.34 means a 34% yield).. Dataset: Reaction yield outcomes from USPTO patents with 853,638 reactions The reactants are [C:1]([C:3]1[CH:8]=[C:7]([CH2:9][NH:10][C:11]2[CH:30]=[CH:29][CH:28]=[CH:27][C:12]=2[C:13]([NH:15][C:16]2[CH:26]=[CH:25][C:19]3[O:20][C:21]([F:24])([F:23])[O:22][C:18]=3[CH:17]=2)=[O:14])[CH:6]=[CH:5][N:4]=1)#[N:2].S(=O)(=O)(O)O.C(=O)([O-])[O-:37].[K+].[K+].[CH3:42][C:43](O)([CH3:45])[CH3:44]. The catalyst is O.C(OCC)(=O)C. The product is [C:43]([NH:2][C:1]([C:3]1[CH:8]=[C:7]([CH2:9][NH:10][C:11]2[CH:30]=[CH:29][CH:28]=[CH:27][C:12]=2[C:13]([NH:15][C:16]2[CH:26]=[CH:25][C:19]3[O:20][C:21]([F:23])([F:24])[O:22][C:18]=3[CH:17]=2)=[O:14])[CH:6]=[CH:5][N:4]=1)=[O:37])([CH3:45])([CH3:44])[CH3:42]. The yield is 0.970.